Predict the reactants needed to synthesize the given product. From a dataset of Full USPTO retrosynthesis dataset with 1.9M reactions from patents (1976-2016). (1) Given the product [OH:15][CH2:14][C:13]1[C:8]([N:5]2[CH2:6][CH2:7][N:2]([CH3:1])[CH2:3][C@@H:4]2[C:16]2[CH:21]=[CH:20][CH:19]=[CH:18][CH:17]=2)=[N:9][CH:10]=[CH:11][CH:12]=1, predict the reactants needed to synthesize it. The reactants are: [CH3:1][N:2]1[CH2:7][CH2:6][N:5]([C:8]2[C:13]([CH:14]=[O:15])=[CH:12][CH:11]=[CH:10][N:9]=2)[C@@H:4]([C:16]2[CH:21]=[CH:20][CH:19]=[CH:18][CH:17]=2)[CH2:3]1.[BH4-].[Na+].Cl.C(=O)(O)[O-].[Na+]. (2) The reactants are: [Si:1]([O:8][CH2:9][C:10]1[N:11]([CH3:23])[C:12]2[C:17]([CH:18]=1)=[CH:16][C:15]([CH:19]=[O:20])=[C:14]([CH:21]=[CH2:22])[CH:13]=2)([C:4]([CH3:7])([CH3:6])[CH3:5])([CH3:3])[CH3:2].[CH2:24]([Mg]Br)[CH2:25][CH:26]=[CH2:27]. Given the product [Si:1]([O:8][CH2:9][C:10]1[N:11]([CH3:23])[C:12]2[C:17]([CH:18]=1)=[CH:16][C:15]([CH:19]([OH:20])[CH2:27][CH2:26][CH:25]=[CH2:24])=[C:14]([CH:21]=[CH2:22])[CH:13]=2)([C:4]([CH3:7])([CH3:6])[CH3:5])([CH3:3])[CH3:2], predict the reactants needed to synthesize it. (3) Given the product [CH3:1][O:2][C:3]1[CH:4]=[C:5]([C:11]([CH3:15])([CH3:14])[CH:12]=[O:13])[CH:6]=[CH:7][C:8]=1[O:9][CH3:10], predict the reactants needed to synthesize it. The reactants are: [CH3:1][O:2][C:3]1[CH:4]=[C:5]([C:11]([CH3:15])([CH3:14])[CH2:12][OH:13])[CH:6]=[CH:7][C:8]=1[O:9][CH3:10].CC(OI1(OC(C)=O)(OC(C)=O)OC(=O)C2C=CC=CC1=2)=O.C(=O)(O)[O-].[Na+].S([O-])([O-])(=O)=S.[Na+].[Na+]. (4) The reactants are: Cl.[CH2:2]([O:9][C:10](=[O:17])[CH2:11][CH2:12][C:13]([CH2:15][NH2:16])=[O:14])[C:3]1[CH:8]=[CH:7][CH:6]=[CH:5][CH:4]=1.[P:18](=[O:22])([OH:21])([OH:20])[OH:19].C(N(CC)CC)C.C(O)C. Given the product [P:18]([OH:22])([OH:21])([OH:20])=[O:19].[CH2:2]([O:9][C:10](=[O:17])[CH2:11][CH2:12][C:13]([CH2:15][NH2:16])=[O:14])[C:3]1[CH:8]=[CH:7][CH:6]=[CH:5][CH:4]=1, predict the reactants needed to synthesize it. (5) Given the product [F:3][C:4]1[CH:9]=[CH:8][C:7]([CH:10]([CH2:20][C:21]([OH:23])=[O:22])[CH2:11][C:12]([OH:14])=[O:13])=[CH:6][CH:5]=1, predict the reactants needed to synthesize it. The reactants are: [OH-].[Na+].[F:3][C:4]1[CH:9]=[CH:8][C:7]([CH:10]([CH2:20][C:21]([O:23]C)=[O:22])[CH:11](C(OC)=O)[C:12]([O:14]C)=[O:13])=[CH:6][CH:5]=1.